Predict the product of the given reaction. From a dataset of Forward reaction prediction with 1.9M reactions from USPTO patents (1976-2016). (1) Given the reactants [F:1][C:2]1([F:30])[CH2:7][CH2:6][N:5]([C:8]([C:10]2[NH:11][C:12]3[C:17]([CH:18]=2)=[CH:16][C:15]([C:19]([N:21]2[CH2:26][CH2:25][N:24]([CH:27]([CH3:29])[CH3:28])[CH2:23][CH2:22]2)=[O:20])=[CH:14][CH:13]=3)=[O:9])[CH2:4][CH2:3]1.[C:31]([C:33]1[CH:34]=[C:35](B(O)O)[CH:36]=[CH:37][CH:38]=1)#[N:32].N1C=CC=CC=1, predict the reaction product. The product is: [F:30][C:2]1([F:1])[CH2:7][CH2:6][N:5]([C:8]([C:10]2[N:11]([C:37]3[CH:38]=[C:33]([CH:34]=[CH:35][CH:36]=3)[C:31]#[N:32])[C:12]3[C:17]([CH:18]=2)=[CH:16][C:15]([C:19]([N:21]2[CH2:22][CH2:23][N:24]([CH:27]([CH3:28])[CH3:29])[CH2:25][CH2:26]2)=[O:20])=[CH:14][CH:13]=3)=[O:9])[CH2:4][CH2:3]1. (2) Given the reactants [C:1]1([C:7]2[N:8]=[N:9][CH:10]=[C:11]([Sn](CCCC)(CCCC)CCCC)[CH:12]=2)[CH:6]=[CH:5][CH:4]=[CH:3][CH:2]=1.Br[C:27]1[CH:32]=[CH:31][CH:30]=[CH:29][CH:28]=1, predict the reaction product. The product is: [C:1]1([C:7]2[N:8]=[N:9][CH:10]=[C:11]([C:27]3[CH:32]=[CH:31][CH:30]=[CH:29][CH:28]=3)[CH:12]=2)[CH:2]=[CH:3][CH:4]=[CH:5][CH:6]=1. (3) The product is: [CH3:3][N:2]([CH2:4][C:5]1([C:11]2[CH:16]=[CH:15][C:14]([O:17][CH2:19][CH2:20][CH2:21][N:22]3[CH2:23][CH2:24][CH:25]([C:28]([NH2:30])=[O:29])[CH2:26][CH2:27]3)=[CH:13][CH:12]=2)[CH2:6][CH2:7][O:8][CH2:9][CH2:10]1)[CH3:1]. Given the reactants [CH3:1][N:2]([CH2:4][C:5]1([C:11]2[CH:16]=[CH:15][C:14]([OH:17])=[CH:13][CH:12]=2)[CH2:10][CH2:9][O:8][CH2:7][CH2:6]1)[CH3:3].Cl[CH2:19][CH2:20][CH2:21][N:22]1[CH2:27][CH2:26][CH:25]([C:28]([NH2:30])=[O:29])[CH2:24][CH2:23]1.C([O-])([O-])=O.[K+].[K+].N, predict the reaction product. (4) The product is: [Cl:1][C:2]1[CH:10]=[CH:9][C:8]2[N:7]([CH2:27][CH2:28][O:29][C:30]3[CH:35]=[CH:34][CH:33]=[CH:32][CH:31]=3)[C:6]3[CH2:11][CH2:12][N:13]([C:16]([O:18][C:19]([CH3:20])([CH3:22])[CH3:21])=[O:17])[CH2:14][CH2:15][C:5]=3[C:4]=2[C:3]=1[Cl:23]. Given the reactants [Cl:1][C:2]1[CH:10]=[CH:9][C:8]2[NH:7][C:6]3[CH2:11][CH2:12][N:13]([C:16]([O:18][C:19]([CH3:22])([CH3:21])[CH3:20])=[O:17])[CH2:14][CH2:15][C:5]=3[C:4]=2[C:3]=1[Cl:23].[H-].[Na+].Br[CH2:27][CH2:28][O:29][C:30]1[CH:35]=[CH:34][CH:33]=[CH:32][CH:31]=1, predict the reaction product. (5) The product is: [F:37][C:14]1[CH:15]=[C:16]([S:17][C:18]2[CH:19]=[C:20]3[C:25](=[CH:26][CH:27]=2)[CH:24]([CH2:28][NH2:29])[CH2:23][CH2:22][CH2:21]3)[C:11]2[N:10]=[CH:9][NH:8][C:12]=2[CH:13]=1. Given the reactants C(OC([N:8]1[C:12]2[CH:13]=[C:14]([F:37])[CH:15]=[C:16]([S:17][C:18]3[CH:27]=[CH:26][C:25]4[C@H:24]([CH2:28][NH:29]C(OC(C)(C)C)=O)[CH2:23][CH2:22][CH2:21][C:20]=4[CH:19]=3)[C:11]=2[N:10]=[CH:9]1)=O)(C)(C)C.ClC1C=CC=C(C(OO)=O)C=1.C(OC(N1C2C=C(F)C=C(S(C3C=CC4C(CNC(OC(C)(C)C)=O)CCCC=4C=3)(=O)=O)C=2N=C1)=O)(C)(C)C, predict the reaction product. (6) Given the reactants C[O:2][C:3](=[O:14])[CH2:4][O:5][C:6]1[CH:11]=[CH:10][C:9]([SH:12])=[CH:8][C:7]=1[CH3:13].[Cl:15][C:16]1[CH:21]=[CH:20][C:19]([C:22]2[CH:27]=[CH:26][C:25]([CH2:28]Cl)=[CH:24][CH:23]=2)=[CH:18][C:17]=1[C:30]([F:33])([F:32])[F:31], predict the reaction product. The product is: [Cl:15][C:16]1[CH:21]=[CH:20][C:19]([C:22]2[CH:23]=[CH:24][C:25]([CH2:28][S:12][C:9]3[CH:10]=[CH:11][C:6]([O:5][CH2:4][C:3]([OH:2])=[O:14])=[C:7]([CH3:13])[CH:8]=3)=[CH:26][CH:27]=2)=[CH:18][C:17]=1[C:30]([F:31])([F:32])[F:33]. (7) Given the reactants [NH2:1][C:2]1[C:7]([CH:8]=O)=[CH:6][N:5]=[C:4]([S:10][CH3:11])[N:3]=1.C[O:13][C:14](=O)[CH2:15][C:16]1[CH:21]=[CH:20][CH:19]=[CH:18][C:17]=1[CH3:22].C(=O)([O-])[O-].[K+].[K+].O, predict the reaction product. The product is: [CH3:22][C:17]1[CH:18]=[CH:19][CH:20]=[CH:21][C:16]=1[C:15]1[C:14](=[O:13])[NH:1][C:2]2[N:3]=[C:4]([S:10][CH3:11])[N:5]=[CH:6][C:7]=2[CH:8]=1. (8) Given the reactants F[C:2]1[CH:7]=[CH:6][C:5]([N+:8]([O-:10])=[O:9])=[CH:4][CH:3]=1.[C:11]([C:16]1[CH:21]=[CH:20][C:19]([OH:22])=[CH:18][CH:17]=1)([CH2:14][CH3:15])([CH3:13])[CH3:12].CS(C)=O, predict the reaction product. The product is: [N+:8]([C:5]1[CH:6]=[CH:7][C:2]([O:22][C:19]2[CH:20]=[CH:21][C:16]([C:11]([CH2:14][CH3:15])([CH3:12])[CH3:13])=[CH:17][CH:18]=2)=[CH:3][CH:4]=1)([O-:10])=[O:9].